From a dataset of Forward reaction prediction with 1.9M reactions from USPTO patents (1976-2016). Predict the product of the given reaction. (1) Given the reactants [C:1]([O:5][C:6](=[O:9])[CH2:7][NH2:8])([CH3:4])([CH3:3])[CH3:2].[CH3:10][O:11][C:12](=[O:19])[C:13]([CH3:18])([CH3:17])[CH2:14][CH:15]=O, predict the reaction product. The product is: [CH3:10][O:11][C:12](=[O:19])[C:13]([CH3:18])([CH3:17])[CH2:14]/[CH:15]=[N:8]/[CH2:7][C:6]([O:5][C:1]([CH3:4])([CH3:3])[CH3:2])=[O:9]. (2) Given the reactants [Br:1][C:2]1[CH:15]=[CH:14][C:13]2[O:12][C:11]3[C:6](=[CH:7][C:8](I)=[CH:9][CH:10]=3)[C@:5]3([CH2:20][O:19][C:18]([NH2:21])=[N:17]3)[C:4]=2[CH:3]=1.[C:22]1(B(O)O)[CH:27]=[CH:26][CH:25]=[CH:24][CH:23]=1, predict the reaction product. The product is: [Br:1][C:2]1[CH:15]=[CH:14][C:13]2[O:12][C:11]3[C:6](=[CH:7][C:8]([C:22]4[CH:27]=[CH:26][CH:25]=[CH:24][CH:23]=4)=[CH:9][CH:10]=3)[C@:5]3([CH2:20][O:19][C:18]([NH2:21])=[N:17]3)[C:4]=2[CH:3]=1. (3) Given the reactants C[O:2][C:3]1[C:13]2[O:12][CH2:11][CH2:10][NH:9][CH2:8][C:7]=2[CH:6]=[CH:5][CH:4]=1.C(O)(=O)C.C(OCC)C.[BrH:23], predict the reaction product. The product is: [BrH:23].[O:12]1[C:13]2[C:3]([OH:2])=[CH:4][CH:5]=[CH:6][C:7]=2[CH2:8][NH:9][CH2:10][CH2:11]1. (4) Given the reactants [OH:1][C@@H:2]1[CH2:7][NH:6][C@H:5]([C:8]([O:10][CH3:11])=[O:9])[CH2:4][CH2:3]1.C(N(CC)CC)C.[F:19][C:20]([F:31])([F:30])[C:21](O[C:21](=[O:22])[C:20]([F:31])([F:30])[F:19])=[O:22].O, predict the reaction product. The product is: [OH:1][C@@H:2]1[CH2:7][N:6]([C:21](=[O:22])[C:20]([F:31])([F:30])[F:19])[C@H:5]([C:8]([O:10][CH3:11])=[O:9])[CH2:4][CH2:3]1. (5) Given the reactants [N:1]1[CH:6]=[CH:5][CH:4]=[C:3]([CH2:7][CH2:8][CH:9]=[O:10])[CH:2]=1.[F:11][C:12]([Si](C)(C)C)([F:14])[F:13].[F-].C([N+](CCCC)(CCCC)CCCC)CCC, predict the reaction product. The product is: [F:11][C:12]([F:14])([F:13])[CH:9]([OH:10])[CH2:8][CH2:7][C:3]1[CH:2]=[N:1][CH:6]=[CH:5][CH:4]=1. (6) Given the reactants [C:1]12([NH2:11])[CH2:10][CH:5]3[CH2:6][CH:7]([CH2:9][CH:3]([CH2:4]3)[CH2:2]1)[CH2:8]2.[S:12]1[C:16]2[CH:17]=[CH:18][CH:19]=[CH:20][C:15]=2[N:14]=[C:13]1[CH:21]=O, predict the reaction product. The product is: [C:1]12([NH:11][CH2:21][C:13]3[S:12][C:16]4[CH:17]=[CH:18][CH:19]=[CH:20][C:15]=4[N:14]=3)[CH2:8][CH:7]3[CH2:6][CH:5]([CH2:4][CH:3]([CH2:9]3)[CH2:2]1)[CH2:10]2. (7) Given the reactants C[O:2][C:3]([C:5]1[CH:6]=[N:7][N:8]([C:10]([C:23]2[CH:28]=[CH:27][CH:26]=[CH:25][CH:24]=2)([C:17]2[CH:22]=[CH:21][CH:20]=[CH:19][CH:18]=2)[C:11]2[CH:16]=[CH:15][CH:14]=[CH:13][CH:12]=2)[CH:9]=1)=O.[H-].[Al+3].[Li+].[H-].[H-].[H-], predict the reaction product. The product is: [OH:2][CH2:3][C:5]1[CH:6]=[N:7][N:8]([C:10]([C:17]2[CH:22]=[CH:21][CH:20]=[CH:19][CH:18]=2)([C:11]2[CH:12]=[CH:13][CH:14]=[CH:15][CH:16]=2)[C:23]2[CH:28]=[CH:27][CH:26]=[CH:25][CH:24]=2)[CH:9]=1. (8) The product is: [NH2:1][C:2]1[C:11]([CH2:14][CH:15]([CH3:20])[CH3:16])=[CH:10][C:5]([C:6]([O:8][CH3:9])=[O:7])=[C:4]([Cl:13])[CH:3]=1. Given the reactants [NH2:1][C:2]1[C:11](I)=[CH:10][C:5]([C:6]([O:8][CH3:9])=[O:7])=[C:4]([Cl:13])[CH:3]=1.[CH3:14][CH:15]([CH3:20])[CH2:16]B(O)O, predict the reaction product. (9) Given the reactants [C:1]([C:5]1[CH:13]=[CH:12][C:8]([C:9]([OH:11])=[O:10])=[C:7]([O:14]COC)[CH:6]=1)([CH3:4])([CH3:3])[CH3:2].[CH3:18]O, predict the reaction product. The product is: [C:1]([C:5]1[CH:13]=[CH:12][C:8]([C:9]([O:11][CH3:18])=[O:10])=[C:7]([OH:14])[CH:6]=1)([CH3:4])([CH3:3])[CH3:2].